From a dataset of Forward reaction prediction with 1.9M reactions from USPTO patents (1976-2016). Predict the product of the given reaction. (1) Given the reactants [C:1]([C:5]1[O:9][N:8]=[C:7]([NH:10][C:11]([C@@H:13]2[CH2:18][CH2:17][CH2:16][CH2:15][NH:14]2)=[O:12])[CH:6]=1)([CH3:4])([CH3:3])[CH3:2].Cl.[O:20]1[CH2:25][CH2:24][CH:23]([CH:26]=O)[CH2:22][CH2:21]1.C(O)(=O)C.S([O-])([O-])(=O)=O.[Na+].[Na+].C([BH3-])#N.[Na+], predict the reaction product. The product is: [C:1]([C:5]1[O:9][N:8]=[C:7]([NH:10][C:11]([C@@H:13]2[CH2:18][CH2:17][CH2:16][CH2:15][N:14]2[CH2:26][CH:23]2[CH2:24][CH2:25][O:20][CH2:21][CH2:22]2)=[O:12])[CH:6]=1)([CH3:4])([CH3:2])[CH3:3]. (2) Given the reactants [CH3:1][C:2]1[N:7]=[C:6]([NH:8][C:9]2[CH:14]=[CH:13][C:12]([CH2:15][CH2:16][OH:17])=[CH:11][CH:10]=2)[C:5]([N+:18]([O-])=O)=[CH:4][CH:3]=1, predict the reaction product. The product is: [NH2:18][C:5]1[C:6]([NH:8][C:9]2[CH:14]=[CH:13][C:12]([CH2:15][CH2:16][OH:17])=[CH:11][CH:10]=2)=[N:7][C:2]([CH3:1])=[CH:3][CH:4]=1.